Task: Regression/Classification. Given a drug SMILES string, predict its absorption, distribution, metabolism, or excretion properties. Task type varies by dataset: regression for continuous measurements (e.g., permeability, clearance, half-life) or binary classification for categorical outcomes (e.g., BBB penetration, CYP inhibition). Dataset: bbb_martins.. Dataset: Blood-brain barrier penetration binary classification data from Martins et al. The result is 0 (does not penetrate BBB). The molecule is CCCCc1nc(Cl)c(CO)n1Cc1ccc(-c2ccccc2-c2nn[nH]n2)cc1.